Dataset: Reaction yield outcomes from USPTO patents with 853,638 reactions. Task: Predict the reaction yield, written as a fraction of the theoretical maximum amount of product (1.0 means a 100% yield; for example, 0.34 means a 34% yield). (1) The reactants are [NH2:1][CH:2]1[C:16](=[O:17])[N:15]2[CH2:18][C@H:19]([O:21][C:22]3[CH:27]=[C:26]([C:28]4[CH:33]=[CH:32][CH:31]=[CH:30][N:29]=4)[N:25]=[C:24]4[CH:34]=[CH:35][S:36][C:23]=34)[CH2:20][C@H:14]2[C:13](=[O:37])[NH:12][C@:11]2([C:39]([O:41][CH3:42])=[O:40])[CH2:38][C@H:10]2[CH:9]=[CH:8][CH2:7][CH2:6][CH2:5][CH2:4][CH2:3]1.[CH:43]1([CH2:46][C:47](O)=[O:48])[CH2:45][CH2:44]1.C(N(C(C)C)CC)(C)C.CN(C(ON1N=NC2C=CC=NC1=2)=[N+](C)C)C.F[P-](F)(F)(F)(F)F.C(=O)(O)[O-].[Na+]. The catalyst is ClCCl.C(OCC)(=O)C. The product is [CH:43]1([CH2:46][C:47]([NH:1][C@@H:2]2[C:16](=[O:17])[N:15]3[CH2:18][C@H:19]([O:21][C:22]4[CH:27]=[C:26]([C:28]5[CH:33]=[CH:32][CH:31]=[CH:30][N:29]=5)[N:25]=[C:24]5[CH:34]=[CH:35][S:36][C:23]=45)[CH2:20][C@H:14]3[C:13](=[O:37])[NH:12][C@:11]3([C:39]([O:41][CH3:42])=[O:40])[CH2:38][C@H:10]3[CH:9]=[CH:8][CH2:7][CH2:6][CH2:5][CH2:4][CH2:3]2)=[O:48])[CH2:45][CH2:44]1. The yield is 0.990. (2) The reactants are [C:1]1([C:10]([OH:12])=[O:11])[C:9]2[C:4](=[CH:5][CH:6]=[CH:7][CH:8]=2)[CH2:3][CH:2]=1.[N+:13]([C:16]1[CH:23]=[CH:22][C:19]([CH2:20]Br)=[CH:18][CH:17]=1)([O-:15])=[O:14].N12CCCN=C1CCCCC2. The catalyst is C(O)C.C1C=CC=CC=1.[Pd]. The product is [N+:13]([C:16]1[CH:23]=[CH:22][C:19]([CH2:20][O:11][C:10]([CH:1]2[C:9]3[C:4](=[CH:5][CH:6]=[CH:7][CH:8]=3)[CH2:3][CH2:2]2)=[O:12])=[CH:18][CH:17]=1)([O-:15])=[O:14]. The yield is 0.950. (3) The yield is 0.740. The product is [CH2:22]([O:21][C:19]([C:18]1[C:17](=[O:25])[N:6]([CH3:5])[C:7]2[C:1]([C:2]=1[OH:3])=[C:11]([Cl:28])[CH:10]=[CH:9][CH:8]=2)=[O:20])[CH3:23]. The reactants are [C:1]12[C:7](=[CH:8][CH:9]=[CH:10][CH:11]=1)[NH:6][C:5](=O)O[C:2]2=[O:3].[H-].[Na+].CI.[C:17]([O:25]CC)(=O)[CH2:18][C:19]([O:21][CH2:22][CH3:23])=[O:20].[ClH:28]. The catalyst is CN(C)C(=O)C.O.CO. (4) The reactants are [Cl:1][C:2]1[CH:7]=[CH:6][C:5]([C:8]2[NH:13][C:12](=O)[CH:11]=[CH:10][N:9]=2)=[CH:4][CH:3]=1.P(Cl)(Cl)([Cl:17])=O. The catalyst is C1(C)C=CC=CC=1.ClCCl. The product is [Cl:17][C:12]1[CH:11]=[CH:10][N:9]=[C:8]([C:5]2[CH:6]=[CH:7][C:2]([Cl:1])=[CH:3][CH:4]=2)[N:13]=1. The yield is 0.909. (5) The product is [CH2:13]([O:1][C:2]1[CH:3]=[CH:4][CH:5]=[C:6]2[C:11]=1[N:10]=[C:9]([CH:12]=[O:22])[CH:8]=[CH:7]2)[C:14]1[CH:19]=[CH:18][CH:17]=[CH:16][CH:15]=1. The reactants are [OH:1][C:2]1[CH:3]=[CH:4][CH:5]=[C:6]2[C:11]=1[N:10]=[C:9]([CH3:12])[CH:8]=[CH:7]2.[CH2:13](Br)[C:14]1[CH:19]=[CH:18][CH:17]=[CH:16][CH:15]=1.[Se](=O)=[O:22]. No catalyst specified. The yield is 0.350. (6) The reactants are Br[CH2:2][C:3]1[CH:4]=[C:5]([CH:10]=[CH:11][CH:12]=1)[C:6]([O:8][CH3:9])=[O:7].[C-:13]#[N:14].[K+]. The catalyst is C(#N)C.C1OCCOCCOCCOCCOCCOC1. The product is [C:13]([CH2:2][C:3]1[CH:4]=[C:5]([CH:10]=[CH:11][CH:12]=1)[C:6]([O:8][CH3:9])=[O:7])#[N:14]. The yield is 0.910. (7) The reactants are Cl.[CH2:2]([O:4][C:5](=[O:10])[CH:6]=[C:7]([NH2:9])[NH2:8])[CH3:3].C(N(CC)CC)C.[C:18](#[N:21])[CH:19]=[CH2:20]. The catalyst is O1CCCC1. The product is [CH2:2]([O:4][C:5](=[O:10])[C:6]([CH2:20][CH2:19][C:18]#[N:21])=[C:7]([NH2:9])[NH2:8])[CH3:3]. The yield is 0.250. (8) The reactants are Cl.[F:2][C:3]1[CH:4]=[C:5]([CH:25]=[CH:26][C:27]=1[OH:28])[NH:6][C:7]1[C:16]2[C:11](=[CH:12][CH:13]=[CH:14][C:15]=2[O:17][CH:18]2[CH2:23][CH2:22][N:21]([CH3:24])[CH2:20][CH2:19]2)[N:10]=[CH:9][N:8]=1.[F:29][C:30]1[CH:37]=[CH:36][CH:35]=[C:34]([F:38])[C:31]=1[CH2:32]Cl. No catalyst specified. The product is [F:29][C:30]1[CH:37]=[CH:36][CH:35]=[C:34]([F:38])[C:31]=1[CH2:32][O:28][C:27]1[CH:26]=[CH:25][C:5]([NH:6][C:7]2[C:16]3[C:11](=[CH:12][CH:13]=[CH:14][C:15]=3[O:17][CH:18]3[CH2:23][CH2:22][N:21]([CH3:24])[CH2:20][CH2:19]3)[N:10]=[CH:9][N:8]=2)=[CH:4][C:3]=1[F:2]. The yield is 0.270.